From a dataset of NCI-60 drug combinations with 297,098 pairs across 59 cell lines. Regression. Given two drug SMILES strings and cell line genomic features, predict the synergy score measuring deviation from expected non-interaction effect. (1) Drug 1: CC1=C(C(=CC=C1)Cl)NC(=O)C2=CN=C(S2)NC3=CC(=NC(=N3)C)N4CCN(CC4)CCO. Drug 2: C(=O)(N)NO. Cell line: SK-MEL-28. Synergy scores: CSS=6.89, Synergy_ZIP=-1.99, Synergy_Bliss=1.39, Synergy_Loewe=-4.48, Synergy_HSA=-0.769. (2) Drug 1: CC1C(C(CC(O1)OC2CC(CC3=C2C(=C4C(=C3O)C(=O)C5=C(C4=O)C(=CC=C5)OC)O)(C(=O)CO)O)N)O.Cl. Drug 2: CC12CCC3C(C1CCC2=O)CC(=C)C4=CC(=O)C=CC34C. Cell line: UACC62. Synergy scores: CSS=0.976, Synergy_ZIP=-0.481, Synergy_Bliss=0.303, Synergy_Loewe=0.810, Synergy_HSA=0.212. (3) Drug 1: C1CCN(CC1)CCOC2=CC=C(C=C2)C(=O)C3=C(SC4=C3C=CC(=C4)O)C5=CC=C(C=C5)O. Drug 2: CC1C(C(CC(O1)OC2CC(CC3=C2C(=C4C(=C3O)C(=O)C5=C(C4=O)C(=CC=C5)OC)O)(C(=O)CO)O)N)O.Cl. Cell line: MOLT-4. Synergy scores: CSS=45.8, Synergy_ZIP=1.49, Synergy_Bliss=0.664, Synergy_Loewe=-1.90, Synergy_HSA=-0.335.